From a dataset of NCI-60 drug combinations with 297,098 pairs across 59 cell lines. Regression. Given two drug SMILES strings and cell line genomic features, predict the synergy score measuring deviation from expected non-interaction effect. (1) Drug 2: CN(C(=O)NC(C=O)C(C(C(CO)O)O)O)N=O. Drug 1: CN(C)N=NC1=C(NC=N1)C(=O)N. Cell line: MOLT-4. Synergy scores: CSS=-5.13, Synergy_ZIP=-4.12, Synergy_Bliss=-13.1, Synergy_Loewe=-15.4, Synergy_HSA=-11.1. (2) Drug 1: CN1CCC(CC1)COC2=C(C=C3C(=C2)N=CN=C3NC4=C(C=C(C=C4)Br)F)OC. Drug 2: CCN(CC)CCNC(=O)C1=C(NC(=C1C)C=C2C3=C(C=CC(=C3)F)NC2=O)C. Cell line: SK-MEL-2. Synergy scores: CSS=0.825, Synergy_ZIP=3.67, Synergy_Bliss=4.19, Synergy_Loewe=-1.96, Synergy_HSA=-1.06. (3) Drug 1: C1C(C(OC1N2C=C(C(=O)NC2=O)F)CO)O. Drug 2: CCN(CC)CCNC(=O)C1=C(NC(=C1C)C=C2C3=C(C=CC(=C3)F)NC2=O)C. Cell line: HS 578T. Synergy scores: CSS=28.7, Synergy_ZIP=-9.59, Synergy_Bliss=-1.51, Synergy_Loewe=-21.2, Synergy_HSA=-0.200. (4) Drug 1: C1=CC(=C2C(=C1NCCNCCO)C(=O)C3=C(C=CC(=C3C2=O)O)O)NCCNCCO. Drug 2: C1C(C(OC1N2C=NC3=C(N=C(N=C32)Cl)N)CO)O. Cell line: UACC62. Synergy scores: CSS=36.0, Synergy_ZIP=-6.75, Synergy_Bliss=-5.50, Synergy_Loewe=-11.9, Synergy_HSA=-3.77. (5) Cell line: OVCAR-8. Drug 2: CC(C)NC(=O)C1=CC=C(C=C1)CNNC.Cl. Synergy scores: CSS=-10.9, Synergy_ZIP=7.83, Synergy_Bliss=6.09, Synergy_Loewe=-4.07, Synergy_HSA=-4.96. Drug 1: CC1=C(C=C(C=C1)C(=O)NC2=CC(=CC(=C2)C(F)(F)F)N3C=C(N=C3)C)NC4=NC=CC(=N4)C5=CN=CC=C5. (6) Drug 1: COC1=NC(=NC2=C1N=CN2C3C(C(C(O3)CO)O)O)N. Drug 2: C1CCC(C(C1)N)N.C(=O)(C(=O)[O-])[O-].[Pt+4]. Cell line: OVCAR3. Synergy scores: CSS=12.0, Synergy_ZIP=-4.66, Synergy_Bliss=-1.16, Synergy_Loewe=-20.3, Synergy_HSA=-3.94. (7) Drug 1: C1CCC(C1)C(CC#N)N2C=C(C=N2)C3=C4C=CNC4=NC=N3. Drug 2: C1=CN(C(=O)N=C1N)C2C(C(C(O2)CO)O)O.Cl. Cell line: MDA-MB-435. Synergy scores: CSS=-2.61, Synergy_ZIP=0.716, Synergy_Bliss=4.21, Synergy_Loewe=-10.3, Synergy_HSA=-1.66.